Dataset: Catalyst prediction with 721,799 reactions and 888 catalyst types from USPTO. Task: Predict which catalyst facilitates the given reaction. (1) Reactant: [CH2:1]([N:8]([C:23]([O:25][CH2:26][C:27]1[CH:32]=[CH:31][CH:30]=[CH:29][CH:28]=1)=[O:24])[CH:9]1[CH2:14][CH2:13][N:12](C(OCCCC)=O)[CH2:11][CH:10]1[F:22])[C:2]1[CH:7]=[CH:6][CH:5]=[CH:4][CH:3]=1.[ClH:33]. Product: [ClH:33].[CH2:1]([N:8]([C@@H:9]1[CH2:14][CH2:13][NH:12][CH2:11][C@H:10]1[F:22])[C:23](=[O:24])[O:25][CH2:26][C:27]1[CH:32]=[CH:31][CH:30]=[CH:29][CH:28]=1)[C:2]1[CH:7]=[CH:6][CH:5]=[CH:4][CH:3]=1. The catalyst class is: 4. (2) Reactant: N([O-])=O.[Na+].[CH2:5]([O:7][C:8]([C:10]1[N:11]=[C:12](N)[S:13][CH:14]=1)=[O:9])[CH3:6].[Na+].[Br-:17].OS(O)(=O)=O.[OH-].[Na+]. Product: [CH2:5]([O:7][C:8]([C:10]1[N:11]=[C:12]([Br:17])[S:13][CH:14]=1)=[O:9])[CH3:6]. The catalyst class is: 6. (3) Reactant: Cl.[Cl:2][C:3]1[CH:4]=[C:5]([NH:10][C:11]2[C:20]3[C:15](=[CH:16][C:17]([O:23][CH:24]4[CH2:31][C@@H:27]5[CH2:28][NH:29][CH2:30][C@@H:26]5[CH2:25]4)=[C:18]([O:21][CH3:22])[CH:19]=3)[N:14]=[CH:13][N:12]=2)[CH:6]=[CH:7][C:8]=1[Cl:9].C=O.Cl.O1CCOC[CH2:36]1. Product: [ClH:2].[Cl:2][C:3]1[CH:4]=[C:5]([NH:10][C:11]2[C:20]3[C:15](=[CH:16][C:17]([O:23][CH:24]4[CH2:31][C@@H:27]5[CH2:28][N:29]([CH3:36])[CH2:30][C@@H:26]5[CH2:25]4)=[C:18]([O:21][CH3:22])[CH:19]=3)[N:14]=[CH:13][N:12]=2)[CH:6]=[CH:7][C:8]=1[Cl:9]. The catalyst class is: 106.